From a dataset of TCR-epitope binding with 47,182 pairs between 192 epitopes and 23,139 TCRs. Binary Classification. Given a T-cell receptor sequence (or CDR3 region) and an epitope sequence, predict whether binding occurs between them. (1) The epitope is KRWIILGLNK. The TCR CDR3 sequence is CASSRADLSYEQYF. Result: 1 (the TCR binds to the epitope). (2) The epitope is IQYIDIGNY. The TCR CDR3 sequence is CASSARGWYNEQFF. Result: 0 (the TCR does not bind to the epitope). (3) The epitope is KPLEFGATSAAL. The TCR CDR3 sequence is CASSSDRDHEQYF. Result: 1 (the TCR binds to the epitope). (4) The epitope is MLNIPSINV. The TCR CDR3 sequence is CASSQLAGGSADTQYF. Result: 0 (the TCR does not bind to the epitope).